This data is from Full USPTO retrosynthesis dataset with 1.9M reactions from patents (1976-2016). The task is: Predict the reactants needed to synthesize the given product. (1) Given the product [OH:1][C:2]1[CH:3]=[CH:4][C:5]([C@@H:8]([C:13]#[C:14][CH3:15])[CH2:9][C:10]([OH:12])=[O:11])=[CH:6][CH:7]=1, predict the reactants needed to synthesize it. The reactants are: [OH:1][C:2]1[CH:7]=[CH:6][C:5]([CH:8]([C:13]#[C:14][CH3:15])[CH2:9][C:10]([OH:12])=[O:11])=[CH:4][CH:3]=1.N[C@H]1C2C(=CC=CC=2)C[C@H]1O. (2) The reactants are: Cl[C:2]1[C:3]2[S:20][C:19]([NH2:21])=[N:18][C:4]=2[N:5]=[C:6]([S:8][CH2:9][C:10]2[CH:15]=[CH:14][CH:13]=[C:12]([F:16])[C:11]=2[F:17])[N:7]=1.[NH2:22][CH2:23][CH2:24][NH:25][C:26](=[O:32])[O:27][C:28]([CH3:31])([CH3:30])[CH3:29]. Given the product [NH2:21][C:19]1[S:20][C:3]2[C:2]([NH:22][CH2:23][CH2:24][NH:25][C:26](=[O:32])[O:27][C:28]([CH3:30])([CH3:29])[CH3:31])=[N:7][C:6]([S:8][CH2:9][C:10]3[CH:15]=[CH:14][CH:13]=[C:12]([F:16])[C:11]=3[F:17])=[N:5][C:4]=2[N:18]=1, predict the reactants needed to synthesize it. (3) Given the product [C:1]1([C:7]2([C:10]3[N:15]=[C:14]4[S:16][C:17]([C:19]5[CH:20]=[C:21]6[C:25](=[CH:26][CH:27]=5)[CH2:24][N:23]([CH2:28][CH2:29][C:30]([OH:32])=[O:31])[CH2:22]6)=[N:18][C:13]4=[CH:12][CH:11]=3)[CH2:8][CH2:9]2)[CH:6]=[CH:5][CH:4]=[CH:3][CH:2]=1, predict the reactants needed to synthesize it. The reactants are: [C:1]1([C:7]2([C:10]3[N:15]=[C:14]4[S:16][C:17]([C:19]5[CH:20]=[C:21]6[C:25](=[CH:26][CH:27]=5)[CH2:24][N:23]([CH2:28][CH2:29][C:30]([O:32]C)=[O:31])[CH2:22]6)=[N:18][C:13]4=[CH:12][CH:11]=3)[CH2:9][CH2:8]2)[CH:6]=[CH:5][CH:4]=[CH:3][CH:2]=1.O.O.[OH-].[Li+].